From a dataset of Reaction yield outcomes from USPTO patents with 853,638 reactions. Predict the reaction yield, written as a fraction of the theoretical maximum amount of product (1.0 means a 100% yield; for example, 0.34 means a 34% yield). (1) The reactants are [N:1]([CH2:4][CH:5]1[CH2:9][C:8]2[CH:10]=[C:11]([Cl:20])[CH:12]=[C:13]([C:14]3[CH:19]=[CH:18][CH:17]=[CH:16][CH:15]=3)[C:7]=2[O:6]1)=[N+]=[N-]. The catalyst is [Pt]. The product is [Cl:20][C:11]1[CH:12]=[C:13]([C:14]2[CH:19]=[CH:18][CH:17]=[CH:16][CH:15]=2)[C:7]2[O:6][CH:5]([CH2:4][NH2:1])[CH2:9][C:8]=2[CH:10]=1. The yield is 0.400. (2) The reactants are [CH3:1][O:2][C:3]1[CH:12]=[C:11]([O:13][CH3:14])[C:10]2[C:5](=[CH:6][CH:7]=[CH:8][CH:9]=2)[N:4]=1.[Li]CCCC.Cl[C:21]([O:23][CH2:24][CH3:25])=[O:22].O. The catalyst is C1COCC1. The product is [CH3:1][O:2][C:3]1[C:12]([C:21]([O:23][CH2:24][CH3:25])=[O:22])=[C:11]([O:13][CH3:14])[C:10]2[C:5](=[CH:6][CH:7]=[CH:8][CH:9]=2)[N:4]=1. The yield is 0.600.